Dataset: Full USPTO retrosynthesis dataset with 1.9M reactions from patents (1976-2016). Task: Predict the reactants needed to synthesize the given product. (1) Given the product [CH:6]([C:5]1[CH:9]=[CH:7][C:6]([CH2:2][CH2:1][OH:3])=[CH:5][CH:9]=1)=[CH2:7], predict the reactants needed to synthesize it. The reactants are: [CH2:1]1[O:3][CH2:2]1.Cl.[CH2:5]1[CH2:9]O[CH2:7][CH2:6]1. (2) Given the product [Cl:45][C:24]1[C:25]([C:27]2[C:35]3[C:30](=[CH:31][CH:32]=[CH:33][CH:34]=3)[N:29]([S:36]([C:39]3[CH:44]=[CH:43][CH:42]=[CH:41][CH:40]=3)(=[O:38])=[O:37])[CH:28]=2)=[N:26][C:21]([NH:20][C@@H:16]2[CH2:17][CH2:18][CH2:19][C@H:14]([NH:13][C@H:8]([C:5]3[CH:6]=[CH:7][C:2]([NH:50][C:51](=[O:53])[O:52][C:55]([CH3:57])([CH3:56])[CH3:54])=[CH:3][CH:4]=3)[C:9]([F:12])([F:11])[F:10])[CH2:15]2)=[N:22][CH:23]=1, predict the reactants needed to synthesize it. The reactants are: Br[C:2]1[CH:7]=[CH:6][C:5]([C@@H:8]([NH:13][C@H:14]2[CH2:19][CH2:18][CH2:17][C@@H:16]([NH:20][C:21]3[N:26]=[C:25]([C:27]4[C:35]5[C:30](=[CH:31][CH:32]=[CH:33][CH:34]=5)[N:29]([S:36]([C:39]5[CH:44]=[CH:43][CH:42]=[CH:41][CH:40]=5)(=[O:38])=[O:37])[CH:28]=4)[C:24]([Cl:45])=[CH:23][N:22]=3)[CH2:15]2)[C:9]([F:12])([F:11])[F:10])=[CH:4][CH:3]=1.C([NH:50][C:51](=[O:53])[O-:52])(C)(C)C.[CH3:54][CH:55]([C:57]1C=[C:54]([CH:55]([CH3:57])[CH3:56])C(C2C=CC=CC=2P(C2CCCCC2)C2CCCCC2)=[C:54]([CH:55]([CH3:57])[CH3:56])C=1)[CH3:56].C([O-])([O-])=O.[Cs+].[Cs+]. (3) The reactants are: [CH3:1][O:2][C:3]1[CH:4]=[C:5]2[C:10](=[CH:11][CH:12]=1)[CH:9]=[C:8]([O:13][CH2:14][C:15]1([C:26]([O:28][CH2:29][CH3:30])=[O:27])[CH2:18][N:17](C(OC(C)(C)C)=O)[CH2:16]1)[CH:7]=[CH:6]2.O.[C:32]1([CH3:42])[CH:37]=[CH:36][C:35]([S:38]([OH:41])(=[O:40])=[O:39])=[CH:34][CH:33]=1. Given the product [S:38]([C:35]1[CH:36]=[CH:37][C:32]([CH3:42])=[CH:33][CH:34]=1)([OH:41])(=[O:40])=[O:39].[CH3:1][O:2][C:3]1[CH:4]=[C:5]2[C:10](=[CH:11][CH:12]=1)[CH:9]=[C:8]([O:13][CH2:14][C:15]1([C:26]([O:28][CH2:29][CH3:30])=[O:27])[CH2:18][NH:17][CH2:16]1)[CH:7]=[CH:6]2, predict the reactants needed to synthesize it. (4) Given the product [Cl:1][C:2]1[N:7]2[N:8]=[C:9]3[C:14]([CH:13]=[CH:12][CH:11]=[CH:10]3)=[C:6]2[N:5]=[C:4]([CH3:15])[C:3]=1[CH:16]([CH2:32][CH2:33][CH3:34])[C:17]([O:19][CH3:20])=[O:18], predict the reactants needed to synthesize it. The reactants are: [Cl:1][C:2]1[N:7]2[N:8]=[C:9]3[C:14]([CH:13]=[CH:12][CH:11]=[CH:10]3)=[C:6]2[N:5]=[C:4]([CH3:15])[C:3]=1[CH2:16][C:17]([O:19][CH3:20])=[O:18].[Li+].C[Si]([N-][Si](C)(C)C)(C)C.O1C[CH2:34][CH2:33][CH2:32]1.ICCC. (5) Given the product [CH2:16]([O:18][C:19]([C:21]1[C:22]([CH3:29])=[N:23][C:24]([NH:15][CH2:14][CH2:13][CH2:12][C:7]2[CH:8]=[CH:9][CH:10]=[C:11]3[C:6]=2[CH:5]=[N:4][NH:3]3)=[N:25][C:26]=1[CH3:27])=[O:20])[CH3:17], predict the reactants needed to synthesize it. The reactants are: Cl.Cl.[NH:3]1[C:11]2[C:6](=[C:7]([CH2:12][CH2:13][CH2:14][NH2:15])[CH:8]=[CH:9][CH:10]=2)[CH:5]=[N:4]1.[CH2:16]([O:18][C:19]([C:21]1[C:22]([CH3:29])=[N:23][C:24](Cl)=[N:25][C:26]=1[CH3:27])=[O:20])[CH3:17].CCO. (6) Given the product [CH2:11]([C:18]1[CH:25]=[CH:24][C:21]2[CH:29]([CH2:1][S:2]([CH3:5])(=[O:4])=[O:3])[O:30][B:26]([OH:27])[C:20]=2[CH:19]=1)[C:12]1[CH:13]=[CH:14][CH:15]=[CH:16][CH:17]=1, predict the reactants needed to synthesize it. The reactants are: [CH3:1][S:2]([CH3:5])(=[O:4])=[O:3].[Li]CCCC.[CH2:11]([C:18]1[CH:25]=[CH:24][C:21](C=O)=[C:20]([B:26]2[O:30][C:29](C)(C)C(C)(C)[O:27]2)[CH:19]=1)[C:12]1[CH:17]=[CH:16][CH:15]=[CH:14][CH:13]=1.